Dataset: Full USPTO retrosynthesis dataset with 1.9M reactions from patents (1976-2016). Task: Predict the reactants needed to synthesize the given product. Given the product [CH2:1]([C:8]1[S:12][C:11]([NH:13][C:34](=[O:35])[C:33]2[CH:37]=[CH:38][C:30]([F:29])=[CH:31][CH:32]=2)=[N:10][C:9]=1[C:14]1[CH:15]=[CH:16][C:17]([O:20][CH3:21])=[CH:18][CH:19]=1)[C:2]1[CH:3]=[CH:4][CH:5]=[CH:6][CH:7]=1, predict the reactants needed to synthesize it. The reactants are: [CH2:1]([C:8]1[S:12][C:11]([NH2:13])=[N:10][C:9]=1[C:14]1[CH:19]=[CH:18][C:17]([O:20][CH3:21])=[CH:16][CH:15]=1)[C:2]1[CH:7]=[CH:6][CH:5]=[CH:4][CH:3]=1.C(N(CC)CC)C.[F:29][C:30]1[CH:38]=[CH:37][C:33]([C:34](Cl)=[O:35])=[CH:32][CH:31]=1.